From a dataset of Retrosynthesis with 50K atom-mapped reactions and 10 reaction types from USPTO. Predict the reactants needed to synthesize the given product. (1) The reactants are: CC(C)C(NC(=O)OCc1ccccc1)C(=O)Nc1ccncc1C(=O)O.NCc1ccccc1. Given the product CC(C)C(NC(=O)OCc1ccccc1)C(=O)Nc1ccncc1C(=O)NCc1ccccc1, predict the reactants needed to synthesize it. (2) The reactants are: CNC.COc1c([N+](=O)[O-])cc2oc(C(=O)O)cc2c1Cl. Given the product COc1c([N+](=O)[O-])cc2oc(C(=O)N(C)C)cc2c1Cl, predict the reactants needed to synthesize it. (3) Given the product OC[C@H](O)[C@@H]1OCCNC[C@H]1c1ccc(Cl)c(Cl)c1, predict the reactants needed to synthesize it. The reactants are: CC(C)(C)OC(=O)N1CCO[C@@H]([C@@H](O)CO)[C@H](c2ccc(Cl)c(Cl)c2)C1. (4) Given the product Cn1cc(Nc2ncc3cnn(Cc4cccc([N+](=O)[O-])c4)c3n2)cn1, predict the reactants needed to synthesize it. The reactants are: Cn1cc(N)cn1.O=[N+]([O-])c1cccc(Cn2ncc3cnc(Cl)nc32)c1. (5) Given the product COc1ccc(F)cc1-c1ccc(C[C@H](CC(=O)O)NC(=O)CCC(=O)O)cc1, predict the reactants needed to synthesize it. The reactants are: CCOC(=O)C[C@@H](Cc1ccc(-c2cc(F)ccc2OC)cc1)NC(=O)CCC(=O)O. (6) Given the product O=C1CCN(c2ccc(CN3CCOCC3)cc2)CC1, predict the reactants needed to synthesize it. The reactants are: c1cc(N2CCC3(CC2)OCCO3)ccc1CN1CCOCC1. (7) The reactants are: CO.O=S(=O)(O)N(CCl)C1CCCCC1. Given the product COCN(C1CCCCC1)S(=O)(=O)O, predict the reactants needed to synthesize it. (8) Given the product CCn1c(C=C[C@@H](O)C[C@@H](O)CC(=O)OC)c(-c2ccc(F)cc2)c(C(C)C)c1C(=O)Nc1ccccc1, predict the reactants needed to synthesize it. The reactants are: CCn1c(C=CC(=O)C[C@@H](O)CC(=O)OC)c(-c2ccc(F)cc2)c(C(C)C)c1C(=O)Nc1ccccc1. (9) Given the product COC(=O)c1ccc(C)c(-n2cnc3c(C#N)cc(I)cc3c2=O)c1, predict the reactants needed to synthesize it. The reactants are: COC(=O)c1ccc(C)c(-n2cnc3c(C(N)=O)cc(I)cc3c2=O)c1. (10) Given the product OCC(CC1CCCCC1)c1ccc(OCc2ccc3ccccc3n2)cc1, predict the reactants needed to synthesize it. The reactants are: O=C(O)C(CC1CCCCC1)c1ccc(OCc2ccc3ccccc3n2)cc1.